Regression. Given two drug SMILES strings and cell line genomic features, predict the synergy score measuring deviation from expected non-interaction effect. From a dataset of NCI-60 drug combinations with 297,098 pairs across 59 cell lines. Drug 1: C1CC(C1)(C(=O)O)C(=O)O.[NH2-].[NH2-].[Pt+2]. Drug 2: C(CCl)NC(=O)N(CCCl)N=O. Cell line: HT29. Synergy scores: CSS=8.17, Synergy_ZIP=2.30, Synergy_Bliss=2.77, Synergy_Loewe=2.61, Synergy_HSA=1.31.